This data is from Experimentally validated miRNA-target interactions with 360,000+ pairs, plus equal number of negative samples. The task is: Binary Classification. Given a miRNA mature sequence and a target amino acid sequence, predict their likelihood of interaction. (1) The miRNA is hsa-miR-5094 with sequence AAUCAGUGAAUGCCUUGAACCU. The protein sequence of the target gene is MVLDSGAQAYDQAPPSPPTSPPSLRHRLKPSDRDGPPLYPWSQSLALPLALAVPPALQPQPEQQPFSQMLLGHRGHMRRSESTYSVNSTGRRGRGTLGRPPPGRGRNPGGGTLRPAASLPHIAKTQRDAGHIASKSPCMLVALRPTNMDRERDKFFQSHYTYNPQFEYQEPMPTAVLEKYCEASGQFIHQAVGIIEAVLEKFGTYEHFEAATGGQLLTKCQIWSIVRKYMQKEGCAGEVVVQLSEDLLSQAVMMVENSRPTLAINLTGARQYWLEGMLRHEIGTHYLRGVNNARQPWHNA.... Result: 1 (interaction). (2) The miRNA is mmu-miR-871-5p with sequence UAUUCAGAUUAGUGCCAGUCAUG. The protein sequence of the target gene is MDVENEQILNVNPTDPDNLSDSLFSGDEENAGTEEIKNEINGNWISASTINEARINAKAKRRLRKNSSRDSGRGDSVSDNGSEAVRSGVAVPTSPKGRLLDRRSRSGKGRGLPKKGGAGGKGVWGTPGQVYDVEEVDVKDPNYDDDQENCVYETVVLPLDETAFEKTLTPIIQEYFEHGDTNEVAEMLRDLNLGEMKSGVPVLAVSLALEGKASHREMTSKLLSDLCGTVMSTNDVEKSFDKLLKDLPELALDTPRAPQLVGQFIARAVGDGILCNTYIDSYKGTVDCVQARAALDKATV.... Result: 0 (no interaction). (3) The miRNA is hsa-miR-8077 with sequence GGCUGAGUGGGGUUCUGACUCC. The protein sequence of the target gene is MQGAQEASASEMLPLLLPLLWAGALAQERRFQLEGPESLTVQEGLCVLVPCRLPTTLPASYYGYGYWFLEGADVPVATNDPDEEVQEETRGRFHLLWDPRRKNCSLSIRDARRRDNAAYFFRLKSKWMKYGYTSSKLSVRVMALTHRPNISIPGTLESGHPSNLTCSVPWVCEQGTPPIFSWMSAAPTSLGPRTTQSSVLTITPRPQDHSTNLTCQVTFPGAGVTMERTIQLNVSYAPQKVAISIFQGNSAAFKILQNTSSLPVLEGQALRLLCDADGNPPAHLSWFQGFPALNATPISN.... Result: 0 (no interaction). (4) The miRNA is hsa-miR-5008-5p with sequence UGAGGCCCUUGGGGCACAGUGG. The protein sequence of the target gene is MPRLLAPLLCLTLLPALAARGLRCSQPSGTCLNGGRCEVANGTEACVCSGAFVGQRCQDPSPCLSTPCKNAGTCYVVDHGGIVDYACSCPLGFSGPLCLTPLANACLANPCRNGGTCDLLTLTEYKCRCPPGWSGKSCQQADPCASNPCANGGQCLPFESSYICGCPPGFHGPTCRQDVNECSQNPGLCRHGGTCHNEIGSYRCACRATHTGPHCELPYVPCSPSPCQNGGTCRPTGDTTHECACLPGFAGQNCEENVDDCPGNNCKNGGACVDGVNTYNCRCPPEWTGQYCTEDVDECQ.... Result: 0 (no interaction). (5) The miRNA is hsa-miR-4695-5p with sequence CAGGAGGCAGUGGGCGAGCAGG. The protein sequence of the target gene is MKHIPVLEDGPWKTVCVKELNGLKKLKRKGKEPARRANGYKTFRLDLEAPEPRAVATNGLRDRTHRLQPVPVPVPVPVPVAPAVPPRGGTDTAGERGGSRAPEVSDARKRCFALGAVGPGLPTPPPPPPPAPQSQAPGGPEAQPFREPGLRPRILLCAPPARPAPSAPPAPPAPPESTVRPAPPTRPGESSYSSISHVIYNNHQDSSASPRKRPGEATAASSEIKALQQTRRLLANARERTRVHTISAAFEALRKQVPCYSYGQKLSKLAILRIACNYILSLARLADLDYSADHSNLSFS.... Result: 1 (interaction). (6) The miRNA is hsa-miR-4528 with sequence UCAUUAUAUGUAUGAUCUGGAC. The protein sequence of the target gene is MAEGETESPRPKKCGPYISSVTSQSVNVVIRGVVLFFIGVFLALVLNLLQIQRNVTLFPPDVITSIFSSAWWVPPCCGTASAVIGLLYPCIDRHLGEPHKFKREWSSVMRCVAVFVGINHASAKVDFDNNFQFSLTLAALSVGLWWTFDRSRSGFGLGVGIAFLATVVTQLLVYNGVYQYTSPDFLYVRSWLPCIFFAGGITMGNIGRQLAMYECKVIAEKSHQE. Result: 0 (no interaction). (7) The miRNA is hsa-miR-6799-5p with sequence GGGGAGGUGUGCAGGGCUGG. The protein sequence of the target gene is MDGASAEQDGLQEDRSHSGPSSLPEAPLKPPGPLVPPDQQDKVQCAEVNRASTEGESPDGPGQGGLCQNGPTPPFPDPPSSLDPTTSPVGPDASPGVAGFHDNLRKSQGTSAEGSVRKEALQSLRLSLPMQETQLCSTDSPLPLEKEEQVRLQARKWLEEQLKQYRVKRQQERSSQPATKTRLFSTLDPELMLNPENLPRASTLAMTKEYSFLRTSVPRGPKVGSLGLPAHPREKKTSKSSKIRSLADYRTEDSNAGNSGGNVPAPDSTKGSLKQNRSSAASVVSEISLSPDTDDRLENT.... Result: 1 (interaction). (8) The miRNA is hsa-miR-4778-3p with sequence UCUUCUUCCUUUGCAGAGUUGA. The protein sequence of the target gene is MLFLQFLLLALLLPGGDNADASQEHVSFHVIQIFSFVNQSWARGQGSGWLDELQTHGWDSESGTIIFLHNWSKGNFSNEELSDLELLFRFYLFGLTREIQDHASQDYSKYPFEVQVKAGCELHSGKSPEGFFQVAFNGLDLLSFQNTTWVPSPGCGSLAQSVCHLLNHQYEGVTETVYNLIRSTCPRFLLGLLDAGKMYVHRQVRPEAWLSSRPSLGSGQLLLVCHASGFYPKPVWVTWMRNEQEQLGTKHGDILPNADGTWYLQVILEVASEEPAGLSCRVRHSSLGGQDIILYWGHHF.... Result: 0 (no interaction). (9) The miRNA is hsa-miR-21-5p with sequence UAGCUUAUCAGACUGAUGUUGA. The protein sequence of the target gene is MGAQFSKTAAKGEAAAERPGEAAVASSPSKANGQENGHVKVNGDASPAAAESGAKEELQANGSAPAADKEEPAAAGSGAASPSAAEKGEPAAAAAPEAGASPVEKEAPAEGEAAEPGSPTAAEGEAASAASSTSSPKAEDGATPSPSNETPKKKKKRFSFKKSFKLSGFSFKKNKKEAGEGGEAEAPAAEGGKDEAAGGAAAAAAEAGAASGEQAAAPGEEAAAGEEGAAGGDPQEAKPQEAAVAPEKPPASDETKAAEEPSKVEEKKAEEAGASAAACEAPSAAGPGAPPEQEAAPAEE.... Result: 1 (interaction).